From a dataset of Full USPTO retrosynthesis dataset with 1.9M reactions from patents (1976-2016). Predict the reactants needed to synthesize the given product. (1) Given the product [NH2:15][C:14]1[CH:16]=[CH:17][C:18]([O:19][C:20]2[CH:25]=[CH:24][N:23]=[C:22]3[CH:26]=[C:27]([C:3]#[C:2][CH2:1][N:4]4[CH2:9][CH2:8][S:7](=[O:10])[CH2:6][CH2:5]4)[S:28][C:21]=23)=[C:12]([F:11])[CH:13]=1, predict the reactants needed to synthesize it. The reactants are: [CH2:1]([N:4]1[CH2:9][CH2:8][S:7](=[O:10])[CH2:6][CH2:5]1)[C:2]#[CH:3].[F:11][C:12]1[CH:13]=[C:14]([CH:16]=[CH:17][C:18]=1[O:19][C:20]1[CH:25]=[CH:24][N:23]=[C:22]2[CH:26]=[C:27](I)[S:28][C:21]=12)[NH2:15]. (2) The reactants are: [Cl:1][C:2]1[N:11]=[C:10](Cl)[C:9]2[C:4](=[C:5]([O:14][CH3:15])[C:6]([CH3:13])=[CH:7][CH:8]=2)[N:3]=1.CCN(C(C)C)C(C)C.[H][H].O. Given the product [Cl:1][C:2]1[N:11]=[CH:10][C:9]2[C:4](=[C:5]([O:14][CH3:15])[C:6]([CH3:13])=[CH:7][CH:8]=2)[N:3]=1, predict the reactants needed to synthesize it. (3) The reactants are: [Cl:1][C:2]1[CH:7]=[CH:6][C:5](I)=[CH:4][CH:3]=1.[CH3:9][O:10][C:11](=[O:36])[C:12]1[CH:17]=[CH:16][CH:15]=[C:14]([CH2:18][N:19]([C:30]2[CH:35]=[CH:34][CH:33]=[CH:32][CH:31]=2)[C:20](=[O:29])[C:21]#[C:22][C:23]2[CH:28]=[CH:27][CH:26]=[CH:25][CH:24]=2)[CH:13]=1. Given the product [CH3:9][O:10][C:11](=[O:36])[C:12]1[CH:17]=[CH:16][CH:15]=[C:14]([CH2:18][N:19]2[C:30]3[C:35](=[CH:34][CH:33]=[CH:32][CH:31]=3)/[C:21](=[C:22](/[C:5]3[CH:6]=[CH:7][C:2]([Cl:1])=[CH:3][CH:4]=3)\[C:23]3[CH:24]=[CH:25][CH:26]=[CH:27][CH:28]=3)/[C:20]2=[O:29])[CH:13]=1, predict the reactants needed to synthesize it. (4) Given the product [C:24]([O:23][C:21]([NH:20][C@H:12]([CH2:11][CH2:10][CH2:9][CH2:8][NH:7][C:29]1[N:34]=[C:33]([C:35]2[CH:40]=[CH:39][CH:38]=[CH:37][CH:36]=2)[C:32]([C:41]2[CH:42]=[CH:43][CH:44]=[CH:45][CH:46]=2)=[CH:31][N:30]=1)[CH2:13][CH2:14][C:15]([O:17][CH2:18][CH3:19])=[O:16])=[O:22])([CH3:26])([CH3:25])[CH3:27], predict the reactants needed to synthesize it. The reactants are: C(=O)([O-])[O-].[Cs+].[Cs+].[NH2:7][CH2:8][CH2:9][CH2:10][CH2:11][C@@H:12]([NH:20][C:21]([O:23][C:24]([CH3:27])([CH3:26])[CH3:25])=[O:22])[CH2:13][CH2:14][C:15]([O:17][CH2:18][CH3:19])=[O:16].Cl[C:29]1[N:34]=[C:33]([C:35]2[CH:40]=[CH:39][CH:38]=[CH:37][CH:36]=2)[C:32]([C:41]2[CH:46]=[CH:45][CH:44]=[CH:43][CH:42]=2)=[CH:31][N:30]=1. (5) Given the product [CH2:1]([C@@H:8]1[CH2:13][N:12]([CH2:14][C:15]2[CH:16]=[CH:17][CH:18]=[CH:19][CH:20]=2)[CH2:11][CH2:10][N:9]1[C:21]([C:23]1[CH:27]=[C:26]([CH3:28])[N:25]([C:29]2[CH:34]=[CH:33][CH:32]=[C:31]([N:35]3[CH2:40][CH2:39][NH:38][CH2:37][CH2:36]3)[CH:30]=2)[C:24]=1[C:48]1[CH:53]=[CH:52][CH:51]=[CH:50][CH:49]=1)=[O:22])[C:2]1[CH:7]=[CH:6][CH:5]=[CH:4][CH:3]=1, predict the reactants needed to synthesize it. The reactants are: [CH2:1]([C@@H:8]1[CH2:13][N:12]([CH2:14][C:15]2[CH:20]=[CH:19][CH:18]=[CH:17][CH:16]=2)[CH2:11][CH2:10][N:9]1[C:21]([C:23]1[CH:27]=[C:26]([CH3:28])[N:25]([C:29]2[CH:30]=[C:31]([N:35]3[CH2:40][CH2:39][N:38](C(OC(C)(C)C)=O)[CH2:37][CH2:36]3)[CH:32]=[CH:33][CH:34]=2)[C:24]=1[C:48]1[CH:53]=[CH:52][CH:51]=[CH:50][CH:49]=1)=[O:22])[C:2]1[CH:7]=[CH:6][CH:5]=[CH:4][CH:3]=1.C(O)(C(F)(F)F)=O. (6) Given the product [F:17][C:18]1[C:19]([N:11]2[N:15]=[CH:14][CH:13]=[N:12]2)=[C:20]([CH:24]=[C:25]([CH3:27])[CH:26]=1)[C:21]([OH:23])=[O:22], predict the reactants needed to synthesize it. The reactants are: FC1C(C(O)=O)=C([N:11]2[N:15]=[CH:14][CH:13]=[N:12]2)C(C)=CC=1.[F:17][C:18]1[C:19](I)=[C:20]([CH:24]=[C:25]([CH3:27])[CH:26]=1)[C:21]([OH:23])=[O:22].